From a dataset of TCR-epitope binding with 47,182 pairs between 192 epitopes and 23,139 TCRs. Binary Classification. Given a T-cell receptor sequence (or CDR3 region) and an epitope sequence, predict whether binding occurs between them. (1) The TCR CDR3 sequence is CASSLRRNEQFF. Result: 0 (the TCR does not bind to the epitope). The epitope is RTLNAWVKV. (2) The epitope is LLQTGIHVRVSQPSL. The TCR CDR3 sequence is CASSRTGGGVNTGELFF. Result: 1 (the TCR binds to the epitope). (3) The epitope is AVFDRKSDAK. The TCR CDR3 sequence is CASSLDRGNIQYF. Result: 0 (the TCR does not bind to the epitope). (4) The epitope is LLFNKVTLA. The TCR CDR3 sequence is CASSPDRARAFF. Result: 1 (the TCR binds to the epitope).